Regression. Given a peptide amino acid sequence and an MHC pseudo amino acid sequence, predict their binding affinity value. This is MHC class I binding data. From a dataset of Peptide-MHC class I binding affinity with 185,985 pairs from IEDB/IMGT. The peptide sequence is RPALVFDITK. The MHC is HLA-A33:01 with pseudo-sequence HLA-A33:01. The binding affinity (normalized) is 0.